From a dataset of Forward reaction prediction with 1.9M reactions from USPTO patents (1976-2016). Predict the product of the given reaction. (1) The product is: [Br:2][C:3]1[CH:12]=[CH:11][C:6]([C:7]([NH:9][NH:10][C:35]([NH:34][CH2:33][C@@H:30]2[CH2:31][CH2:32][N:28]([C:26]([CH:23]3[CH2:24][CH2:25]3)=[O:27])[CH2:29]2)=[O:36])=[O:8])=[C:5]([Cl:13])[CH:4]=1. Given the reactants Cl.[Br:2][C:3]1[CH:12]=[CH:11][C:6]([C:7]([NH:9][NH2:10])=[O:8])=[C:5]([Cl:13])[CH:4]=1.CCN(C(C)C)C(C)C.[CH:23]1([C:26]([N:28]2[CH2:32][CH2:31][C@@H:30]([CH2:33][NH:34][C:35](N3C=CN=C3)=[O:36])[CH2:29]2)=[O:27])[CH2:25][CH2:24]1, predict the reaction product. (2) Given the reactants [CH:1](NC(C)C)([CH3:3])[CH3:2].[Li]CCCC.CCCCCC.BrC(C)=C.COCN[C:27]([C:29]1[CH:30]=[C:31]2[C:36](=[CH:37][CH:38]=1)[N:35]=[CH:34][N:33]=[C:32]2[NH:39][C:40]1[CH:45]=[CH:44][C:43]([O:46][CH2:47][C:48]2[CH:53]=[CH:52][CH:51]=[C:50]([F:54])[CH:49]=2)=[C:42]([Cl:55])[CH:41]=1)=[O:28].Cl, predict the reaction product. The product is: [Cl:55][C:42]1[CH:41]=[C:40]([NH:39][C:32]2[C:31]3[C:36](=[CH:37][CH:38]=[C:29]([C:27](=[O:28])[C:2]#[C:1][CH3:3])[CH:30]=3)[N:35]=[CH:34][N:33]=2)[CH:45]=[CH:44][C:43]=1[O:46][CH2:47][C:48]1[CH:53]=[CH:52][CH:51]=[C:50]([F:54])[CH:49]=1. (3) The product is: [Cl:1][C:2]1[CH:7]=[CH:6][C:5]([CH2:8][C:9]([OH:11])=[O:10])=[C:4]([O:12][C:14]2[CH:19]=[CH:18][C:17]([S:20]([CH3:23])(=[O:21])=[O:22])=[CH:16][C:15]=2[C:24]([F:25])([F:27])[F:26])[CH:3]=1. Given the reactants [Cl:1][C:2]1[CH:7]=[CH:6][C:5]([CH2:8][C:9]([OH:11])=[O:10])=[C:4]([OH:12])[CH:3]=1.F[C:14]1[CH:19]=[CH:18][C:17]([S:20]([CH3:23])(=[O:22])=[O:21])=[CH:16][C:15]=1[C:24]([F:27])([F:26])[F:25].C(=O)([O-])[O-].[Cs+].[Cs+], predict the reaction product. (4) Given the reactants O[CH:2]1[CH:7]2[CH2:8][CH:4]([CH2:5][N:6]2[CH2:9][CH2:10][CH2:11][C:12]([CH3:23])([S:14]([C:17]2[CH:22]=[CH:21][CH:20]=[CH:19][CH:18]=2)(=[O:16])=[O:15])[CH3:13])[CH2:3]1.[C-:24]#[N:25].[K+].C1OCCOCCOCCOCCOCCOC1.C(P(CCCC)CCCC)CCC.C(Cl)(Cl)(Cl)Cl, predict the reaction product. The product is: [C:24]([CH:2]1[CH:7]2[CH2:8][CH:4]([CH2:5][N:6]2[CH2:9][CH2:10][CH2:11][C:12]([CH3:23])([S:14]([C:17]2[CH:22]=[CH:21][CH:20]=[CH:19][CH:18]=2)(=[O:16])=[O:15])[CH3:13])[CH2:3]1)#[N:25]. (5) Given the reactants Cl[C:2]1[CH:3]=[C:4]([CH:8]=[C:9]([CH3:11])[N:10]=1)[C:5]([OH:7])=[O:6].[C:12]1(/[CH:18]=[CH:19]/B(O)O)[CH:17]=[CH:16][CH:15]=[CH:14][CH:13]=1.C([O-])([O-])=O.[K+].[K+].Cl, predict the reaction product. The product is: [CH3:11][C:9]1[CH:8]=[C:4]([CH:3]=[C:2](/[CH:19]=[CH:18]/[C:12]2[CH:17]=[CH:16][CH:15]=[CH:14][CH:13]=2)[N:10]=1)[C:5]([OH:7])=[O:6].